From a dataset of Reaction yield outcomes from USPTO patents with 853,638 reactions. Predict the reaction yield, written as a fraction of the theoretical maximum amount of product (1.0 means a 100% yield; for example, 0.34 means a 34% yield). (1) The reactants are [CH3:1][NH:2][CH:3]1[C:12]2[N:11]=[CH:10][CH:9]=[CH:8][C:7]=2[CH2:6][CH2:5][CH2:4]1.[Br:13][C:14]1[N:19]2[CH:20]=[C:21]([CH:23]=O)[N:22]=[C:18]2[CH:17]=[CH:16][CH:15]=1.C(O)(=O)C.C(O[BH-](OC(=O)C)OC(=O)C)(=O)C.[Na+]. The catalyst is ClC(Cl)C. The product is [Br:13][C:14]1[N:19]2[CH:20]=[C:21]([CH2:23][N:2]([CH3:1])[CH:3]3[C:12]4[N:11]=[CH:10][CH:9]=[CH:8][C:7]=4[CH2:6][CH2:5][CH2:4]3)[N:22]=[C:18]2[CH:17]=[CH:16][CH:15]=1. The yield is 0.990. (2) The reactants are [Cl:1][C:2]1[N:7]=[C:6](Cl)[C:5]([Cl:9])=[CH:4][N:3]=1.[CH3:10][Mg]Br. The catalyst is O1CCCC1. The product is [Cl:1][C:2]1[N:7]=[C:6]([CH3:10])[C:5]([Cl:9])=[CH:4][N:3]=1. The yield is 0.450. (3) The reactants are [Br:1][C:2]1[CH:11]=[CH:10][C:5]([C:6](=[NH:9])[NH:7][OH:8])=[C:4]([F:12])[CH:3]=1.[C:13]([O:17][CH2:18][CH3:19])(=[O:16])[C:14]#[CH:15]. The catalyst is C1(C)C=CC=CC=1. The product is [Br:1][C:2]1[CH:11]=[CH:10][C:5]([C:6](=[NH:9])[NH:7][O:8][CH:15]=[CH:14][C:13]([O:17][CH2:18][CH3:19])=[O:16])=[C:4]([F:12])[CH:3]=1. The yield is 0.890. (4) The reactants are FC1C=CC=C(OC)C=1[C:10]1[CH:15]=[CH:14][N:13]=[CH:12][C:11]=1[N:16](CC(F)(F)F)C(=O)C1C=C(C(F)(F)F)C=C(S(C)(=O)=O)C=1.[F:38][C:39]([F:51])([F:50])[O:40][C:41]1[CH:46]=[CH:45][CH:44]=[CH:43][C:42]=1B(O)O.[C:52]([O-:55])([O-])=[O:53].[Na+].[Na+].C1(P([C:71]2[CH:76]=[CH:75]C=CC=2)C2C=CC=CC=2)C=CC=CC=1.[C:77]([O-])(O)=O.[Na+]. The catalyst is COCCOC.CC([O-])=O.CC([O-])=O.[Pd+2].CCOC(C)=O. The product is [C:76]([O:55][C:52](=[O:53])[NH:16][C:11]1[CH:12]=[N:13][CH:14]=[CH:15][C:10]=1[C:42]1[CH:43]=[CH:44][CH:45]=[CH:46][C:41]=1[O:40][C:39]([F:51])([F:50])[F:38])([CH3:75])([CH3:71])[CH3:77]. The yield is 0.800. (5) The reactants are [CH:1]([C:3]1[NH:4][C:5]([CH3:11])=[CH:6][C:7]=1[C:8]([OH:10])=O)=[O:2].[N:12]1([CH2:17][CH2:18][NH2:19])[CH:16]=[CH:15][N:14]=[N:13]1. No catalyst specified. The product is [N:12]1([CH2:17][CH2:18][NH:19][C:8]([C:7]2[CH:6]=[C:5]([CH3:11])[NH:4][C:3]=2[CH:1]=[O:2])=[O:10])[CH:16]=[CH:15][N:14]=[N:13]1. The yield is 0.790. (6) The reactants are [CH3:1][O:2][C:3]([NH:5][C@@H:6]([CH:52]([CH3:54])[CH3:53])[C:7]([N:9]1[CH2:13][CH2:12][CH2:11][C@H:10]1[C:14]1[NH:18][C:17]2[C:19]3[C:24]([CH:25]=[CH:26][C:16]=2[N:15]=1)=[CH:23][C:22]([C:27]1[CH:32]=[CH:31][C:30]([C:33]2[NH:37][C:36]([C@@H:38]4[C@@H:43]5[CH2:44][C@@H:40]([CH2:41][CH2:42]5)[N:39]4C(OC(C)(C)C)=O)=[N:35][CH:34]=2)=[CH:29][CH:28]=1)=[CH:21][CH:20]=3)=[O:8])=[O:4].Cl.[CH3:56][O:57][C@H:58]([CH3:68])[C@H:59]([NH:63][C:64]([O:66][CH3:67])=[O:65])[C:60]([OH:62])=O.CCOC(C(C#N)=NOC(N1CCOCC1)=[N+](C)C)=O.F[P-](F)(F)(F)(F)F.CCN(C(C)C)C(C)C. The catalyst is C(Cl)Cl.CN(C=O)C. The product is [CH3:67][O:66][C:64]([NH:63][C@@H:59]([C@H:58]([O:57][CH3:56])[CH3:68])[C:60]([N:39]1[C@H:38]([C:36]2[NH:37][C:33]([C:30]3[CH:31]=[CH:32][C:27]([C:22]4[CH:23]=[C:24]5[C:19](=[CH:20][CH:21]=4)[C:17]4[NH:18][C:14]([C@@H:10]6[CH2:11][CH2:12][CH2:13][N:9]6[C:7](=[O:8])[C@@H:6]([NH:5][C:3](=[O:4])[O:2][CH3:1])[CH:52]([CH3:53])[CH3:54])=[N:15][C:16]=4[CH:26]=[CH:25]5)=[CH:28][CH:29]=3)=[CH:34][N:35]=2)[C@@H:43]2[CH2:44][C@H:40]1[CH2:41][CH2:42]2)=[O:62])=[O:65]. The yield is 0.280. (7) The catalyst is C(#N)C.[Cl-].[Na+].O.C(OCC)(=O)C. The reactants are [C:1]([C:3]([C:11]1[S:12][C:13]([C:16]#[N:17])=[CH:14][CH:15]=1)([CH:8]([CH3:10])[CH3:9])[CH2:4][CH2:5][CH2:6]O)#[N:2].C(N(CC)CC)C.S(Cl)(C)(=O)=O.[I-:30].[Na+]. The yield is 0.917. The product is [C:1]([C:3]([C:11]1[S:12][C:13]([C:16]#[N:17])=[CH:14][CH:15]=1)([CH:8]([CH3:10])[CH3:9])[CH2:4][CH2:5][CH2:6][I:30])#[N:2]. (8) The reactants are Br[C:2]1[CH:3]=[CH:4][C:5]2[C:6]3[C:11]([C:12]4[CH:13]=[CH:14][CH:15]=[CH:16][C:17]=4[C:18]=2[CH:19]=1)=[CH:10][C:9]1=[CH:20][C:21]2[C:26]([C:25]([CH3:28])([CH3:27])[CH:24]=[CH:23][CH:22]=2)=[C:8]1[CH:7]=3.[CH3:44][C:39]1([CH3:45])[C:40]([CH3:43])([CH3:42])[O:41][B:37]([B:37]2[O:41][C:40]([CH3:43])([CH3:42])[C:39]([CH3:45])([CH3:44])[O:38]2)[O:38]1. The catalyst is C1C=CC([P]([Pd]([P](C2C=CC=CC=2)(C2C=CC=CC=2)C2C=CC=CC=2)([P](C2C=CC=CC=2)(C2C=CC=CC=2)C2C=CC=CC=2)[P](C2C=CC=CC=2)(C2C=CC=CC=2)C2C=CC=CC=2)(C2C=CC=CC=2)C2C=CC=CC=2)=CC=1.O1CCOCC1. The product is [CH3:27][C:25]1([CH3:28])[C:26]2[C:21]([CH:20]=[C:9]3[C:8]=2[CH:7]=[C:6]2[C:11]([C:12]4[CH:13]=[CH:14][CH:15]=[CH:16][C:17]=4[C:18]4[CH:19]=[C:2]([B:37]5[O:38][C:39]([CH3:44])([CH3:45])[C:40]([CH3:42])([CH3:43])[O:41]5)[CH:3]=[CH:4][C:5]=42)=[CH:10]3)=[CH:22][CH:23]=[CH:24]1. The yield is 0.690. (9) The reactants are [NH2:1][C@@H:2]([C:6]([OH:8])=[O:7])[CH:3]([CH3:5])[CH3:4].C(N(CC)CC)C.[F:16][C:17]1[CH:22]=[CH:21][C:20]([S:23](Cl)(=[O:25])=[O:24])=[CH:19][CH:18]=1. The catalyst is O.CC(C)=O. The product is [F:16][C:17]1[CH:22]=[CH:21][C:20]([S:23]([NH:1][C@@H:2]([C:6]([OH:8])=[O:7])[CH:3]([CH3:5])[CH3:4])(=[O:25])=[O:24])=[CH:19][CH:18]=1. The yield is 0.890. (10) The reactants are [CH3:1][C:2](C)([O-])C.[K+].[OH:7][C@@H:8]1[CH2:25][CH2:24][C@@:23]2([CH3:26])[C@H:10]([CH2:11][CH2:12][C@@H:13]3[C:22]2=[CH:21][CH2:20][C@@:18]2([CH3:19])[C@H:14]3[CH2:15][CH2:16][C:17]2=O)[CH2:9]1. The catalyst is [Br-].C([P+](C1C=CC=CC=1)(C1C=CC=CC=1)C1C=CC=CC=1)C.C1COCC1. The product is [OH:7][C@@H:8]1[CH2:25][CH2:24][C@@:23]2([CH3:26])[C@H:10]([CH2:11][CH2:12][C@@H:13]3[C:22]2=[CH:21][CH2:20][C@@:18]2([CH3:19])[C@H:14]3[CH2:15][CH2:16]/[C:17]/2=[CH:1]/[CH3:2])[CH2:9]1. The yield is 0.800.